This data is from Forward reaction prediction with 1.9M reactions from USPTO patents (1976-2016). The task is: Predict the product of the given reaction. The product is: [CH2:1]([O:3][C:4]([C:6]1[CH:10]=[C:9]([CH2:11][OH:12])[N:8]([CH2:14][C:15]2[CH:19]=[C:18]([C:20]3[S:21][C:22]([Cl:25])=[CH:23][CH:24]=3)[O:17][N:16]=2)[N:7]=1)=[O:5])[CH3:2]. Given the reactants [CH2:1]([O:3][C:4]([C:6]1[CH:10]=[C:9]([C:11](O)=[O:12])[N:8]([CH2:14][C:15]2[CH:19]=[C:18]([C:20]3[S:21][C:22]([Cl:25])=[CH:23][CH:24]=3)[O:17][N:16]=2)[N:7]=1)=[O:5])[CH3:2].CO, predict the reaction product.